This data is from Forward reaction prediction with 1.9M reactions from USPTO patents (1976-2016). The task is: Predict the product of the given reaction. (1) Given the reactants [CH2:1]([N:8]1[CH2:13][C:12](=O)[NH:11][C@H:10]([CH2:15][C:16]2[CH:21]=[C:20]([F:22])[CH:19]=[C:18]([F:23])[CH:17]=2)[C:9]1=O)[C:2]1[CH:7]=[CH:6][CH:5]=[CH:4][CH:3]=1.B.C1COCC1.O, predict the reaction product. The product is: [CH2:1]([N:8]1[CH2:13][CH2:12][NH:11][C@H:10]([CH2:15][C:16]2[CH:21]=[C:20]([F:22])[CH:19]=[C:18]([F:23])[CH:17]=2)[CH2:9]1)[C:2]1[CH:3]=[CH:4][CH:5]=[CH:6][CH:7]=1. (2) Given the reactants [Cl:1][C:2]1[CH:7]=[CH:6][C:5]([C:8]2[CH:9]=[N:10][CH:11]=[C:12]3[C:17]=2[N:16]=[C:15]([C:18]([OH:20])=O)[CH:14]=[CH:13]3)=[CH:4][CH:3]=1.C(N(CC)C(C)C)(C)C.F[P-](F)(F)(F)(F)F.N1(OC(N(C)C)=[N+](C)C)[C:41]2[N:42]=C[CH:44]=[CH:45][C:40]=2[N:39]=N1.NC1(C#N)CC1, predict the reaction product. The product is: [Cl:1][C:2]1[CH:3]=[CH:4][C:5]([C:8]2[CH:9]=[N:10][CH:11]=[C:12]3[C:17]=2[N:16]=[C:15]([C:18]([NH:39][C:40]2([C:41]#[N:42])[CH2:44][CH2:45]2)=[O:20])[CH:14]=[CH:13]3)=[CH:6][CH:7]=1. (3) The product is: [CH2:1]([O:4][C:5]1([CH3:38])[CH2:10][CH2:9][N:8]([C:11]2[C:12]3[N:13]([N:28]=[C:29]([C:31]4[CH:32]=[C:33]([C:41]5[C:42]([OH:46])=[CH:43][CH:44]=[CH:45][C:40]=5[F:39])[CH:34]=[CH:35][CH:36]=4)[CH:30]=3)[CH:14]=[C:15]([CH3:27])[C:16]=2[C@H:17]([O:22][C:23]([CH3:26])([CH3:25])[CH3:24])[C:18]([O:20][CH3:21])=[O:19])[CH2:7][CH2:6]1)[CH:2]=[CH2:3]. Given the reactants [CH2:1]([O:4][C:5]1([CH3:38])[CH2:10][CH2:9][N:8]([C:11]2[C:12]3[N:13]([N:28]=[C:29]([C:31]4[CH:36]=[CH:35][CH:34]=[C:33](Br)[CH:32]=4)[CH:30]=3)[CH:14]=[C:15]([CH3:27])[C:16]=2[C@H:17]([O:22][C:23]([CH3:26])([CH3:25])[CH3:24])[C:18]([O:20][CH3:21])=[O:19])[CH2:7][CH2:6]1)[CH:2]=[CH2:3].[F:39][C:40]1[CH:45]=[CH:44][CH:43]=[C:42]([OH:46])[C:41]=1B(O)O.C([O-])([O-])=O.[Na+].[Na+], predict the reaction product.